The task is: Regression. Given a peptide amino acid sequence and an MHC pseudo amino acid sequence, predict their binding affinity value. This is MHC class II binding data.. This data is from Peptide-MHC class II binding affinity with 134,281 pairs from IEDB. (1) The peptide sequence is FVAAAKYMVIQGEPG. The MHC is HLA-DQA10102-DQB10502 with pseudo-sequence HLA-DQA10102-DQB10502. The binding affinity (normalized) is 0.408. (2) The peptide sequence is LDYLRRMTVFLQGLM. The MHC is HLA-DPA10201-DPB11401 with pseudo-sequence HLA-DPA10201-DPB11401. The binding affinity (normalized) is 0.491. (3) The MHC is DRB1_1501 with pseudo-sequence DRB1_1501. The peptide sequence is IRQLERLLQAVVGAG. The binding affinity (normalized) is 0.566. (4) The peptide sequence is DLPTHENHGLKTRQE. The MHC is DRB3_0202 with pseudo-sequence DRB3_0202. The binding affinity (normalized) is 0.297. (5) The peptide sequence is NFKADRVIDPRRCLK. The MHC is DRB1_0301 with pseudo-sequence DRB1_0301. The binding affinity (normalized) is 0.401. (6) The peptide sequence is AFILDGDWLFPKV. The MHC is DRB3_0101 with pseudo-sequence DRB3_0101. The binding affinity (normalized) is 0.790. (7) The peptide sequence is NGSQFFLCTAKTAWL. The MHC is HLA-DQA10101-DQB10501 with pseudo-sequence HLA-DQA10101-DQB10501. The binding affinity (normalized) is 0.360. (8) The peptide sequence is LFLLSTRQNVEGSYEGAYAP. The MHC is DRB1_0301 with pseudo-sequence DRB1_0301. The binding affinity (normalized) is 0. (9) The peptide sequence is APGAAAAPLSWSKDI. The MHC is DRB5_0101 with pseudo-sequence DRB5_0101. The binding affinity (normalized) is 0.225. (10) The peptide sequence is GIKQLQARVLAVERYLK. The MHC is DRB1_0901 with pseudo-sequence DRB1_0901. The binding affinity (normalized) is 0.673.